This data is from Forward reaction prediction with 1.9M reactions from USPTO patents (1976-2016). The task is: Predict the product of the given reaction. (1) Given the reactants Cl[C:2]1[N:3]=[CH:4][C:5]([C:8]([OH:10])=[O:9])=[N:6][CH:7]=1.[CH:11]1([CH2:14][OH:15])[CH2:13][CH2:12]1.CC(C)([O-])C.[K+], predict the reaction product. The product is: [CH:11]1([CH2:14][O:15][C:2]2[N:3]=[CH:4][C:5]([C:8]([OH:10])=[O:9])=[N:6][CH:7]=2)[CH2:13][CH2:12]1. (2) The product is: [F:36][C:37]1[C:38]([NH:47][C@H:48]2[CH2:52][CH2:51][CH2:50][C@@H:49]2[NH:53][C:62](=[O:63])[C:61]2[CH:65]=[CH:66][CH:67]=[CH:68][C:60]=2[C:58]2[O:57][N:56]=[C:55]([CH3:54])[N:59]=2)=[N:39][CH:40]=[C:41]([C:43]([F:46])([F:44])[F:45])[CH:42]=1. Given the reactants C(OC1C=NC(C2C=CC=CC=2C(N[C@H]2CCC[C@@H]2NC2C=NC(C(F)(F)F)=CN=2)=O)=NC=1)C.Cl.[F:36][C:37]1[C:38]([NH:47][C@H:48]2[CH2:52][CH2:51][CH2:50][C@@H:49]2[NH2:53])=[N:39][CH:40]=[C:41]([C:43]([F:46])([F:45])[F:44])[CH:42]=1.[CH3:54][C:55]1[N:59]=[C:58]([C:60]2[CH:68]=[CH:67][CH:66]=[CH:65][C:61]=2[C:62](O)=[O:63])[O:57][N:56]=1, predict the reaction product. (3) Given the reactants [Br:1][C:2]1[C:11]2[S:12][C:13]([CH3:16])=[C:14]([CH3:15])[C:10]=2[C:9]([C:17]2[CH:22]=[C:21]([CH3:23])[C:20]([OH:24])=[C:19]([CH3:25])[CH:18]=2)=[C:8]2[C:3]=1[CH:4]=[CH:5][CH:6]=[CH:7]2.O[C@@H:27]([CH2:32][C:33]1[CH:38]=[CH:37][CH:36]=[CH:35][CH:34]=1)[C:28]([O:30][CH3:31])=[O:29].C1(P(C2C=CC=CC=2)C2C=CC=CC=2)C=CC=CC=1.N(C(OCC)=O)=NC(OCC)=O, predict the reaction product. The product is: [CH3:31][O:30][C:28](=[O:29])[C@H:27]([O:24][C:20]1[C:21]([CH3:23])=[CH:22][C:17]([C:9]2[C:10]3[C:14]([CH3:15])=[C:13]([CH3:16])[S:12][C:11]=3[C:2]([Br:1])=[C:3]3[C:8]=2[CH:7]=[CH:6][CH:5]=[CH:4]3)=[CH:18][C:19]=1[CH3:25])[CH2:32][C:33]1[CH:34]=[CH:35][CH:36]=[CH:37][CH:38]=1. (4) Given the reactants Br[C:2]1[CH:3]=[C:4]([NH2:9])[C:5]([Cl:8])=[N:6][CH:7]=1.[CH3:10][C:11]1([CH3:27])[C:15](C)([CH3:16])[O:14][B:13]([B:13]2[O:14][C:15](C)([CH3:16])[C:11]([CH3:27])([CH3:10])[O:12]2)[O:12]1.C([O-])(=O)C.[K+], predict the reaction product. The product is: [Cl:8][C:5]1[C:4]([NH2:9])=[CH:3][C:2]([B:13]2[O:12][C:11]([CH3:27])([CH3:10])[CH:15]([CH3:16])[O:14]2)=[CH:7][N:6]=1. (5) Given the reactants [NH:1]1[CH2:6][CH2:5][O:4][CH2:3][CH2:2]1.[CH2:7]=[C:8]1[O:12][C:10](=[O:11])[CH2:9]1, predict the reaction product. The product is: [N:1]1([C:10](=[O:11])[CH2:9][C:8](=[O:12])[CH3:7])[CH2:6][CH2:5][O:4][CH2:3][CH2:2]1. (6) Given the reactants [C:1]([C:5]1[CH:6]=[C:7]([CH2:15]Br)[CH:8]=[C:9]([C:11]([CH3:14])([CH3:13])[CH3:12])[CH:10]=1)([CH3:4])([CH3:3])[CH3:2].C1N2CN3CN(C2)CN1C3.Cl.C[OH:29].O, predict the reaction product. The product is: [C:1]([C:5]1[CH:6]=[C:7]([CH:8]=[C:9]([C:11]([CH3:14])([CH3:13])[CH3:12])[CH:10]=1)[CH:15]=[O:29])([CH3:4])([CH3:3])[CH3:2].